From a dataset of Full USPTO retrosynthesis dataset with 1.9M reactions from patents (1976-2016). Predict the reactants needed to synthesize the given product. (1) Given the product [CH3:18][O:17][C:14]1[CH:15]=[CH:16][C:11]([NH:10][C:8]([C:7]2[C:2]([NH:32][CH2:31][CH:28]3[CH2:27][CH2:26][N:25]([C:22]4[CH:23]=[CH:24][N:19]=[CH:20][CH:21]=4)[CH2:30][CH2:29]3)=[N:3][CH:4]=[CH:5][CH:6]=2)=[O:9])=[CH:12][CH:13]=1, predict the reactants needed to synthesize it. The reactants are: Cl[C:2]1[C:7]([C:8]([NH:10][C:11]2[CH:16]=[CH:15][C:14]([O:17][CH3:18])=[CH:13][CH:12]=2)=[O:9])=[CH:6][CH:5]=[CH:4][N:3]=1.[N:19]1[CH:24]=[CH:23][C:22]([N:25]2[CH2:30][CH2:29][CH:28]([CH2:31][NH2:32])[CH2:27][CH2:26]2)=[CH:21][CH:20]=1.C(N(CC)CC)C. (2) Given the product [NH2:16][C:17]1[N:18]=[C:19]([N:13]2[CH2:14][CH2:15][CH:11]([C:9]([NH:8][C:2]3[CH:3]=[CH:4][CH:5]=[CH:6][CH:7]=3)=[O:10])[CH2:12]2)[CH:20]=[C:21]([C:23]2[CH:31]=[C:30]3[C:26]([C:27]([NH2:32])=[N:28][NH:29]3)=[CH:25][CH:24]=2)[N:22]=1, predict the reactants needed to synthesize it. The reactants are: Cl.[C:2]1([NH:8][C:9]([CH:11]2[CH2:15][CH2:14][NH:13][CH2:12]2)=[O:10])[CH:7]=[CH:6][CH:5]=[CH:4][CH:3]=1.[NH2:16][C:17]1[N:22]=[C:21]([C:23]2[CH:31]=[C:30]3[C:26]([C:27]([NH2:32])=[N:28][NH:29]3)=[CH:25][CH:24]=2)[CH:20]=[C:19](S(C)(=O)=O)[N:18]=1. (3) The reactants are: [C:1]([O:5][C:6]([N:8]1[CH2:12][CH2:11][C@@H:10]([O:13][Si:14]([C:17]([CH3:20])([CH3:19])[CH3:18])([CH3:16])[CH3:15])[C@H:9]1[CH:21]=[O:22])=[O:7])([CH3:4])([CH3:3])[CH3:2].[CH:23]([Mg]Cl)([CH3:25])[CH3:24]. Given the product [C:1]([O:5][C:6]([N:8]1[CH2:12][CH2:11][C@@H:10]([O:13][Si:14]([C:17]([CH3:20])([CH3:19])[CH3:18])([CH3:16])[CH3:15])[C@H:9]1[C@@H:21]([OH:22])[CH:23]([CH3:25])[CH3:24])=[O:7])([CH3:4])([CH3:3])[CH3:2], predict the reactants needed to synthesize it.